Dataset: Catalyst prediction with 721,799 reactions and 888 catalyst types from USPTO. Task: Predict which catalyst facilitates the given reaction. (1) Reactant: [Br:1][C:2]1[CH:10]=[C:9]2[C:5]([CH2:6][C:7]3([CH2:27][CH2:26][CH:25]([O:28][CH3:29])[CH2:24][CH2:23]3)[C:8]2([NH:16][S:17]([C:19]([CH3:22])([CH3:21])[CH3:20])=[O:18])[C:11]([O:13][CH2:14][CH3:15])=C)=[CH:4][CH:3]=1.[O-:30][Mn](=O)(=O)=O.[K+]. Product: [Br:1][C:2]1[CH:10]=[C:9]2[C:5]([CH2:6][C:7]3([CH2:27][CH2:26][CH:25]([O:28][CH3:29])[CH2:24][CH2:23]3)[C:8]2([NH:16][S:17]([C:19]([CH3:21])([CH3:22])[CH3:20])=[O:18])[C:11]([O:13][CH2:14][CH3:15])=[O:30])=[CH:4][CH:3]=1. The catalyst class is: 21. (2) Reactant: [C:1]([O:5][C:6]([N:8]1[CH2:15][CH2:14][CH2:13][C@@H:9]1[C:10]([OH:12])=O)=[O:7])([CH3:4])([CH3:3])[CH3:2].C1C=CC2N(O)N=NC=2C=1.[CH2:26]([NH2:33])[C:27]1[CH:32]=[CH:31][CH:30]=[CH:29][CH:28]=1.C(Cl)CCl.CN1CCOCC1. Product: [C:1]([O:5][C:6]([N:8]1[CH2:15][CH2:14][CH2:13][C@@H:9]1[C:10]([NH:33][CH2:26][C:27]1[CH:32]=[CH:31][CH:30]=[CH:29][CH:28]=1)=[O:12])=[O:7])([CH3:2])([CH3:3])[CH3:4]. The catalyst class is: 79. (3) Reactant: [Br:1][C:2]1[C:7]([C:8]([OH:10])=[O:9])=[C:6]([CH3:11])[C:5]([O:12][CH:13]([CH3:15])[CH3:14])=[CH:4][CH:3]=1.[C:16](Cl)(=O)C(Cl)=O.CN(C=O)C. Product: [Br:1][C:2]1[C:7]([C:8]([O:10][CH3:16])=[O:9])=[C:6]([CH3:11])[C:5]([O:12][CH:13]([CH3:15])[CH3:14])=[CH:4][CH:3]=1. The catalyst class is: 2. (4) Reactant: O.[OH-].[Na+].O.Cl.[NH2:6][C@H:7]([C:10]([OH:12])=[O:11])[CH2:8][SH:9].Cl[C:14](OC1C=CC=CC=1)=[O:15]. Product: [O:15]=[C:14]1[NH:6][C@H:7]([C:10]([OH:12])=[O:11])[CH2:8][S:9]1. The catalyst class is: 11. (5) Reactant: [F:1][C:2]1[CH:3]=[CH:4][C:5]2[N:9]=[CH:8][N:7]([CH2:10][C:11]([OH:13])=O)[C:6]=2[C:14]=1[F:15].[NH2:16][CH:17]([C:19]1[CH:24]=[CH:23][C:22]([C:25]2([C:29]#[N:30])[CH2:28][CH2:27][CH2:26]2)=[CH:21][CH:20]=1)[CH3:18].CCN(CC)CC.CN(C(ON1N=NC2C=CC=NC1=2)=[N+](C)C)C.F[P-](F)(F)(F)(F)F. Product: [C:29]([C:25]1([C:22]2[CH:21]=[CH:20][C:19]([CH:17]([NH:16][C:11](=[O:13])[CH2:10][N:7]3[C:6]4[C:14]([F:15])=[C:2]([F:1])[CH:3]=[CH:4][C:5]=4[N:9]=[CH:8]3)[CH3:18])=[CH:24][CH:23]=2)[CH2:28][CH2:27][CH2:26]1)#[N:30]. The catalyst class is: 144. (6) Reactant: [NH2:1][N:2]1[C:7](=[O:8])[C:6]([C:9]2[NH:14][C:13]3[CH:15]=[CH:16][CH:17]=[CH:18][C:12]=3[S:11](=[O:20])(=[O:19])[N:10]=2)=[C:5]([OH:21])[C:4]2[S:22][CH:23]=[CH:24][C:3]1=2.[CH:25]1([CH:28]=O)[CH2:27][CH2:26]1. Product: [CH:25]1([CH:28]=[N:1][N:2]2[C:7](=[O:8])[C:6]([C:9]3[NH:14][C:13]4[CH:15]=[CH:16][CH:17]=[CH:18][C:12]=4[S:11](=[O:20])(=[O:19])[N:10]=3)=[C:5]([OH:21])[C:4]3[S:22][CH:23]=[CH:24][C:3]2=3)[CH2:27][CH2:26]1. The catalyst class is: 80. (7) Reactant: [F:1][C:2]1[CH:3]=[C:4]([C:8]2[C:12]([C:13]([OH:15])=O)=[C:11]([CH3:16])[O:10][N:9]=2)[CH:5]=[CH:6][CH:7]=1.Cl.C(N=C=NCCCN(C)C)C.[F:29][C:30]1[CH:35]=[CH:34][CH:33]=[CH:32][C:31]=1[N:36]1[CH2:41][CH2:40][NH:39][CH2:38][CH2:37]1. Product: [F:1][C:2]1[CH:3]=[C:4]([C:8]2[C:12]([C:13]([N:39]3[CH2:38][CH2:37][N:36]([C:31]4[CH:32]=[CH:33][CH:34]=[CH:35][C:30]=4[F:29])[CH2:41][CH2:40]3)=[O:15])=[C:11]([CH3:16])[O:10][N:9]=2)[CH:5]=[CH:6][CH:7]=1. The catalyst class is: 4. (8) Product: [Cl:1][C:2]1[CH:11]=[C:10]([F:12])[C:9]2[C:4](=[CH:5][CH:6]=[C:7]([OH:13])[CH:8]=2)[N:3]=1. Reactant: [Cl:1][C:2]1[CH:11]=[C:10]([F:12])[C:9]2[C:4](=[CH:5][CH:6]=[C:7]([O:13]C)[CH:8]=2)[N:3]=1.B(Br)(Br)Br. The catalyst class is: 2.